From a dataset of Forward reaction prediction with 1.9M reactions from USPTO patents (1976-2016). Predict the product of the given reaction. (1) Given the reactants Br[C:2]1[N:7]=[CH:6][CH:5]=[CH:4][N:3]=1.[CH3:8][O:9][C:10]1[CH:15]=[C:14]([N+:16]([O-:18])=[O:17])[CH:13]=[CH:12][C:11]=1[OH:19].C([O-])([O-])=O.[Cs+].[Cs+], predict the reaction product. The product is: [CH3:8][O:9][C:10]1[CH:15]=[C:14]([N+:16]([O-:18])=[O:17])[CH:13]=[CH:12][C:11]=1[O:19][C:2]1[N:7]=[CH:6][CH:5]=[CH:4][N:3]=1. (2) The product is: [C:1]([N:4]1[C:13]2[C:8](=[CH:9][C:10]([NH:14][CH2:30][C:31](=[O:33])[CH3:32])=[CH:11][CH:12]=2)[C@H:7]([NH:15][C:16](=[O:21])[O:17][CH:18]([CH3:19])[CH3:20])[CH2:6][C@@H:5]1[CH3:22])(=[O:3])[CH3:2]. Given the reactants [C:1]([N:4]1[C:13]2[C:8](=[CH:9][C:10]([NH2:14])=[CH:11][CH:12]=2)[C@H:7]([NH:15][C:16](=[O:21])[O:17][CH:18]([CH3:20])[CH3:19])[CH2:6][C@@H:5]1[CH3:22])(=[O:3])[CH3:2].C(=O)([O-])[O-].[K+].[K+].Cl[CH2:30][C:31](=[O:33])[CH3:32].[I-].[Na+], predict the reaction product. (3) Given the reactants [F:1][C:2]1[CH:3]=[C:4]([B:8]2[O:12][CH2:11][CH2:10]O2)[CH:5]=[CH:6][CH:7]=1.Br[C:14]1C=[CH:18][C:17]([Cl:20])=[CH:16][C:15]=1COCOC, predict the reaction product. The product is: [Cl:20][C:17]1[CH:16]=[CH:15][C:14]2[B:8]([C:4]3[CH:5]=[CH:6][CH:7]=[C:2]([F:1])[CH:3]=3)[O:12][CH2:11][C:10]=2[CH:18]=1. (4) Given the reactants Br[C:2]1[CH:7]=[CH:6][C:5]([CH2:8][CH2:9][CH2:10][N:11]2[C:19](=[O:20])[C:18]3[C:13](=[CH:14][CH:15]=[CH:16][CH:17]=3)[C:12]2=[O:21])=[CH:4][CH:3]=1.[CH3:22][C:23]1([CH3:39])[C:27]([CH3:29])([CH3:28])[O:26][B:25]([B:25]2[O:26][C:27]([CH3:29])([CH3:28])[C:23]([CH3:39])([CH3:22])[O:24]2)[O:24]1.C([O-])(=O)C.[K+], predict the reaction product. The product is: [CH3:22][C:23]1([CH3:39])[C:27]([CH3:29])([CH3:28])[O:26][B:25]([C:2]2[CH:7]=[CH:6][C:5]([CH2:8][CH2:9][CH2:10][N:11]3[C:19](=[O:20])[C:18]4[C:13](=[CH:14][CH:15]=[CH:16][CH:17]=4)[C:12]3=[O:21])=[CH:4][CH:3]=2)[O:24]1. (5) Given the reactants [CH2:1]([N:13]1[C:23]2[C:18](=[CH:19][CH:20]=[CH:21][CH:22]=2)[C:16](=O)[C:14]1=[O:15])[CH2:2][CH2:3][CH2:4][CH2:5][CH2:6][CH2:7][CH2:8][CH2:9][CH2:10][CH2:11][CH3:12].[C:24]([NH:32][NH2:33])(=[O:31])[C:25]1[CH:30]=[CH:29][CH:28]=[CH:27][CH:26]=1, predict the reaction product. The product is: [CH2:1]([N:13]1[C:23]2[C:18](=[CH:19][CH:20]=[CH:21][CH:22]=2)/[C:16](=[N:33]/[NH:32][C:24](=[O:31])[C:25]2[CH:30]=[CH:29][CH:28]=[CH:27][CH:26]=2)/[C:14]1=[O:15])[CH2:2][CH2:3][CH2:4][CH2:5][CH2:6][CH2:7][CH2:8][CH2:9][CH2:10][CH2:11][CH3:12]. (6) The product is: [CH3:14][O:15][C:16]([C:18]1[S:27][C:21]2[N:22]=[CH:23][N:24]=[C:25]([NH:13][C:12]3[C:7]([O:6][C@H:3]4[CH2:4][CH2:5][O:1][CH2:2]4)=[N:8][CH:9]=[CH:10][CH:11]=3)[C:20]=2[C:19]=1[CH3:28])=[O:17]. Given the reactants [O:1]1[CH2:5][CH2:4][C@H:3]([O:6][C:7]2[C:12]([NH2:13])=[CH:11][CH:10]=[CH:9][N:8]=2)[CH2:2]1.[CH3:14][O:15][C:16]([C:18]1[S:27][C:21]2[N:22]=[CH:23][N:24]=[C:25](Cl)[C:20]=2[C:19]=1[CH3:28])=[O:17], predict the reaction product. (7) Given the reactants C(O)CCCCCCCO.FC1C=C(C=CC=1)CBr.[F:20][C:21]1[CH:22]=[C:23]([CH:35]=[CH:36][CH:37]=1)[CH2:24][O:25][CH2:26][CH2:27][CH2:28][CH2:29][CH2:30][CH2:31][CH2:32][CH2:33][OH:34].FC1C=C(C=CC=1)COCCCCCCCC(O)=O.Cl.Cl.[CH2:59]([O:66][C:67](=[O:75])[CH2:68][C@@H:69]([NH2:74])[CH2:70][N:71]([CH3:73])[CH3:72])[C:60]1[CH:65]=[CH:64][CH:63]=[CH:62][CH:61]=1, predict the reaction product. The product is: [CH2:59]([O:66][C:67](=[O:75])[CH2:68][C@@H:69]([NH:74][C:33](=[O:34])[CH2:32][CH2:31][CH2:30][CH2:29][CH2:28][CH2:27][CH2:26][O:25][CH2:24][C:23]1[CH:35]=[CH:36][CH:37]=[C:21]([F:20])[CH:22]=1)[CH2:70][N:71]([CH3:72])[CH3:73])[C:60]1[CH:65]=[CH:64][CH:63]=[CH:62][CH:61]=1.